This data is from Full USPTO retrosynthesis dataset with 1.9M reactions from patents (1976-2016). The task is: Predict the reactants needed to synthesize the given product. (1) Given the product [CH2:1]([O:8][C:9](=[O:23])[CH2:10][CH:11]([NH:15][C:16]([O:18][C:19]([CH3:22])([CH3:21])[CH3:20])=[O:17])[C:12]([NH2:26])=[O:13])[C:2]1[CH:7]=[CH:6][CH:5]=[CH:4][CH:3]=1, predict the reactants needed to synthesize it. The reactants are: [CH2:1]([O:8][C:9](=[O:23])[CH2:10][CH:11]([NH:15][C:16]([O:18][C:19]([CH3:22])([CH3:21])[CH3:20])=[O:17])[C:12](O)=[O:13])[C:2]1[CH:7]=[CH:6][CH:5]=[CH:4][CH:3]=1.C([N:26](CC)CC)C.ClC(OCC)=O.N. (2) The reactants are: CN(C(ON1N=NC2C=CC=NC1=2)=[N+](C)C)C.F[P-](F)(F)(F)(F)F.[NH2:25][C:26]1[C:27]([C:36]([OH:38])=O)=[CH:28][C:29]2[C:34]([CH:35]=1)=[CH:33][CH:32]=[CH:31][CH:30]=2.[F:39][C:40]([F:51])([F:50])[CH2:41][CH2:42][CH2:43][C@@H:44]([C:46]([O:48][CH3:49])=[O:47])[NH2:45].C(N(C(C)C)CC)(C)C. Given the product [NH2:25][C:26]1[C:27]([C:36]([NH:45][C@H:44]([C:46]([O:48][CH3:49])=[O:47])[CH2:43][CH2:42][CH2:41][C:40]([F:51])([F:50])[F:39])=[O:38])=[CH:28][C:29]2[C:34]([CH:35]=1)=[CH:33][CH:32]=[CH:31][CH:30]=2, predict the reactants needed to synthesize it. (3) Given the product [Cl:7][C:8]1[CH:13]=[CH:12][C:11]([N:14]([C:1]#[N:2])[C:15]([NH:16][C:17]2[CH:22]=[CH:21][CH:20]=[C:19]([F:23])[C:18]=2[F:24])=[NH:39])=[C:10]([OH:25])[C:9]=1[S:33]([N:36]([CH3:37])[CH3:38])(=[O:35])=[O:34], predict the reactants needed to synthesize it. The reactants are: [C:1](NC(N)=N)#[N:2].[Cl:7][C:8]1[CH:13]=[CH:12][C:11]([N:14]=[C:15]=[N:16][C:17]2[CH:22]=[CH:21][CH:20]=[C:19]([F:23])[C:18]=2[F:24])=[C:10]([O:25][Si](C(C)(C)C)(C)C)[C:9]=1[S:33]([N:36]([CH3:38])[CH3:37])(=[O:35])=[O:34].[N:39]#CN.C(N(CC)C(C)C)(C)C.[F-].[Cs+]. (4) The reactants are: [NH2:1][C:2]1[N:7]=[CH:6][C:5]([C:8]#[N:9])=[CH:4][CH:3]=1.[C:10]1(=[O:16])[O:15][C:13](=[O:14])[CH2:12][CH2:11]1. Given the product [C:8]([C:5]1[CH:4]=[CH:3][C:2]([NH:1][C:10](=[O:16])[CH2:11][CH2:12][C:13]([OH:15])=[O:14])=[N:7][CH:6]=1)#[N:9], predict the reactants needed to synthesize it. (5) Given the product [Cl:11][C:12]1[N:13]=[CH:14][C:15]([CH2:18][OH:19])=[N:16][CH:17]=1, predict the reactants needed to synthesize it. The reactants are: [H-].C([Al+]CC(C)C)C(C)C.[Cl:11][C:12]1[N:13]=[CH:14][C:15]([C:18](OC)=[O:19])=[N:16][CH:17]=1.[OH-].[Na+]. (6) Given the product [Br:1][C:2]1[CH:3]=[C:4]([CH:20]=[CH:21][C:22]=1[CH3:23])[C:5]([NH:7][C:8]1[CH:13]=[CH:12][C:11]([CH2:14][N:26]([CH3:27])[CH3:25])=[C:10]([C:16]([F:19])([F:18])[F:17])[CH:9]=1)=[O:6], predict the reactants needed to synthesize it. The reactants are: [Br:1][C:2]1[CH:3]=[C:4]([CH:20]=[CH:21][C:22]=1[CH3:23])[C:5]([NH:7][C:8]1[CH:13]=[CH:12][C:11]([CH:14]=O)=[C:10]([C:16]([F:19])([F:18])[F:17])[CH:9]=1)=[O:6].Cl.[CH3:25][NH:26][CH3:27]. (7) Given the product [Cl:1][C:2]1[C:3]([CH2:12][O:13][C:14]2[CH:19]=[CH:18][C:17]([F:20])=[C:16]([Cl:21])[CH:15]=2)=[CH:4][C:5]2[O:9][N:8]=[C:7]([NH:10][S:23]([CH3:22])(=[O:25])=[O:24])[C:6]=2[CH:11]=1, predict the reactants needed to synthesize it. The reactants are: [Cl:1][C:2]1[C:3]([CH2:12][O:13][C:14]2[CH:19]=[CH:18][C:17]([F:20])=[C:16]([Cl:21])[CH:15]=2)=[CH:4][C:5]2[O:9][N:8]=[C:7]([NH2:10])[C:6]=2[CH:11]=1.[CH3:22][S:23](Cl)(=[O:25])=[O:24].C(N(CC)CC)C.